From a dataset of HIV replication inhibition screening data with 41,000+ compounds from the AIDS Antiviral Screen. Binary Classification. Given a drug SMILES string, predict its activity (active/inactive) in a high-throughput screening assay against a specified biological target. (1) The molecule is O=c1c2nn3c(=O)n(-c4ccc(Cl)cc4)c(=O)c3nn2c(=O)n1-c1ccc(Cl)cc1. The result is 0 (inactive). (2) The drug is COc1ccc(-c2c(C3=NCCN3)nnn2-c2ccccc2)cc1. The result is 0 (inactive).